The task is: Predict which catalyst facilitates the given reaction.. This data is from Catalyst prediction with 721,799 reactions and 888 catalyst types from USPTO. (1) Reactant: C[Mg]I.[Mg].[CH3:5]I.[Br:7][C:8]1[CH:16]=[C:15]2[C:11]([C:12](=[O:18])[C:13](=[O:17])[NH:14]2)=[CH:10][CH:9]=1. Product: [Br:7][C:8]1[CH:16]=[C:15]2[C:11]([C:12]([OH:18])([CH3:5])[C:13](=[O:17])[NH:14]2)=[CH:10][CH:9]=1. The catalyst class is: 385. (2) Reactant: [C:1](Cl)(Cl)=[O:2].[NH2:5][C:6]1[CH:11]=[CH:10][C:9]([CH2:12][C@H:13]([NH:36][C:37](=[O:49])[C@@H:38]([N:40]([CH3:48])C(=O)OC(C)(C)C)[CH3:39])[C:14]([N:16]2[C@H:20]([C:21](=[O:33])[NH:22][C@H:23]3[C:32]4[C:27](=[CH:28][CH:29]=[CH:30][CH:31]=4)[CH2:26][CH2:25][CH2:24]3)[CH2:19][Si:18]([CH3:35])([CH3:34])[CH2:17]2)=[O:15])=[CH:8][CH:7]=1.C[CH2:51][N:52](C(C)C)C(C)C.[NH2:59][C@@H:60]1[CH2:64][N:63]([C:65](=[O:85])[C@@H:66]([NH:71][C:72](=[O:84])[C@@H:73](N(C)C(=O)OC(C)(C)C)[CH3:74])[C:67]([CH3:70])([CH3:69])[CH3:68])[C@H:62]([C:86](=[O:98])[NH:87][C@H:88]2[C:97]3[C:92](=[CH:93][CH:94]=[CH:95][CH:96]=3)[CH2:91][CH2:90][CH2:89]2)[CH2:61]1. Product: [CH3:69][C:67]([CH3:68])([CH3:70])[C@H:66]([NH:71][C:72](=[O:84])[C@@H:73]([NH:52][CH3:51])[CH3:74])[C:65]([N:63]1[C@H:62]([C:86](=[O:98])[NH:87][C@H:88]2[C:97]3[C:92](=[CH:93][CH:94]=[CH:95][CH:96]=3)[CH2:91][CH2:90][CH2:89]2)[CH2:61][C@H:60]([NH:59][C:1](=[O:2])[NH:5][C:6]2[CH:7]=[CH:8][C:9]([CH2:12][C@H:13]([NH:36][C:37](=[O:49])[C@@H:38]([NH:40][CH3:48])[CH3:39])[C:14]([N:16]3[C@H:20]([C:21]([NH:22][C@H:23]4[C:32]5[C:27](=[CH:28][CH:29]=[CH:30][CH:31]=5)[CH2:26][CH2:25][CH2:24]4)=[O:33])[CH2:19][Si:18]([CH3:35])([CH3:34])[CH2:17]3)=[O:15])=[CH:10][CH:11]=2)[CH2:64]1)=[O:85]. The catalyst class is: 2. (3) Reactant: [CH3:1][C:2]([CH2:8][CH2:9][CH2:10][CH3:11])=[CH:3][CH2:4][C:5]([OH:7])=[O:6].[CH:12]1(N=C=NC2CCCCC2)CCCC[CH2:13]1.C(O)C. Product: [CH3:1][C:2]([CH2:8][CH2:9][CH2:10][CH3:11])=[CH:3][CH2:4][C:5]([O:7][CH2:12][CH3:13])=[O:6]. The catalyst class is: 119. (4) Reactant: Br[C:2]1[C:3]2[S:31][CH:30]=[C:29]([CH2:32][CH2:33][CH2:34][CH2:35][CH2:36][CH2:37][CH2:38][CH2:39][CH2:40][CH2:41][CH2:42][CH2:43][CH3:44])[C:4]=2[S:5][C:6]=1[C:7]1[S:11][C:10]2[C:12]([CH2:15][CH2:16][CH2:17][CH2:18][CH2:19][CH2:20][CH2:21][CH2:22][CH2:23][CH2:24][CH2:25][CH2:26][CH3:27])=[CH:13][S:14][C:9]=2[C:8]=1Br.[CH2:45]([Li])CCC.Cl[Si:51](Cl)([CH2:60][CH2:61][CH2:62][CH2:63][CH2:64][CH2:65][CH3:66])[CH2:52][CH2:53][CH2:54][CH2:55][CH2:56][CH2:57][CH2:58][CH3:59]. Product: [CH2:52]([Si:51]1([CH2:60][CH2:61][CH2:62][CH2:63][CH2:64][CH2:65][CH2:66][CH3:45])[C:8]2[C:9]3[S:14][CH:13]=[C:12]([CH2:15][CH2:16][CH2:17][CH2:18][CH2:19][CH2:20][CH2:21][CH2:22][CH2:23][CH2:24][CH2:25][CH2:26][CH3:27])[C:10]=3[S:11][C:7]=2[C:6]2[S:5][C:4]3[C:29]([CH2:32][CH2:33][CH2:34][CH2:35][CH2:36][CH2:37][CH2:38][CH2:39][CH2:40][CH2:41][CH2:42][CH2:43][CH3:44])=[CH:30][S:31][C:3]=3[C:2]1=2)[CH2:53][CH2:54][CH2:55][CH2:56][CH2:57][CH2:58][CH3:59]. The catalyst class is: 7. (5) Reactant: [CH:1]1([C:4]([N:6]2[CH2:10][CH2:9][C@@H:8]([CH2:11][NH:12][C:13]3[CH:18]=[C:17]([C:19]([F:22])([F:21])[F:20])[CH:16]=[CH:15][C:14]=3[N+:23]([O-])=O)[CH2:7]2)=[O:5])[CH2:3][CH2:2]1. Product: [CH:1]1([C:4]([N:6]2[CH2:10][CH2:9][C@@H:8]([CH2:11][NH:12][C:13]3[C:14]([NH2:23])=[CH:15][CH:16]=[C:17]([C:19]([F:20])([F:21])[F:22])[CH:18]=3)[CH2:7]2)=[O:5])[CH2:3][CH2:2]1. The catalyst class is: 50. (6) Reactant: CN(C)C=O.[H-].[Na+].[Cl:8][C:9]1[CH:14]=[C:13]([O:15][C:16]2[C:25]3[C:20](=[CH:21][C:22]([O:28][CH3:29])=[C:23]([O:26][CH3:27])[CH:24]=3)[N:19]=[CH:18][N:17]=2)[CH:12]=[CH:11][C:10]=1[NH:30][C:31](=[O:41])[O:32][CH2:33][C:34]1[CH:39]=[CH:38][CH:37]=[CH:36][C:35]=1[Cl:40].[CH2:42](I)[CH3:43]. Product: [Cl:8][C:9]1[CH:14]=[C:13]([O:15][C:16]2[C:25]3[C:20](=[CH:21][C:22]([O:28][CH3:29])=[C:23]([O:26][CH3:27])[CH:24]=3)[N:19]=[CH:18][N:17]=2)[CH:12]=[CH:11][C:10]=1[N:30]([CH2:42][CH3:43])[C:31](=[O:41])[O:32][CH2:33][C:34]1[CH:39]=[CH:38][CH:37]=[CH:36][C:35]=1[Cl:40]. The catalyst class is: 6. (7) Reactant: [C:1]([C:5]1[N:6]([CH2:19][CH2:20][OH:21])[C:7]2[CH:8]=[CH:9][C:10]([N+:16]([O-])=O)=[C:11]([C:14]#[N:15])[C:12]=2[CH:13]=1)([CH3:4])([CH3:3])[CH3:2]. Product: [NH2:16][C:10]1[CH:9]=[CH:8][C:7]2[N:6]([CH2:19][CH2:20][OH:21])[C:5]([C:1]([CH3:2])([CH3:3])[CH3:4])=[CH:13][C:12]=2[C:11]=1[C:14]#[N:15]. The catalyst class is: 29.